From a dataset of Full USPTO retrosynthesis dataset with 1.9M reactions from patents (1976-2016). Predict the reactants needed to synthesize the given product. (1) Given the product [CH3:42][O:41][C:37]1[CH:36]=[C:35]([NH:34][CH:27]([C:28]2[CH:33]=[CH:32][CH:31]=[CH:30][CH:29]=2)[C:8]([C:10]2[C:18]3[C:13](=[CH:14][CH:15]=[CH:16][C:17]=3[CH3:19])[NH:12][CH:11]=2)=[O:9])[CH:40]=[CH:39][CH:38]=1, predict the reactants needed to synthesize it. The reactants are: C(N(CC)CC)C.[CH:8]([C:10]1[C:18]2[C:13](=[CH:14][CH:15]=[CH:16][C:17]=2[CH3:19])[N:12](C(OC(C)(C)C)=O)[CH:11]=1)=[O:9].[CH:27](=[N:34][C:35]1[CH:40]=[CH:39][CH:38]=[C:37]([O:41][CH3:42])[CH:36]=1)[C:28]1[CH:33]=[CH:32][CH:31]=[CH:30][CH:29]=1. (2) The reactants are: I[C:2]1[C:3](=O)[NH:4][CH:5]=[N:6][C:7]=1[CH3:8].[Br-].[F:11][C:12]([F:23])([F:22])[C:13]1[CH:18]=[CH:17][C:16]([C:19]#[C:20][Zn+])=[CH:15][CH:14]=1.O1CCCC1.O=P(Cl)(Cl)[Cl:31]. Given the product [Cl:31][C:3]1[C:2]([C:20]#[C:19][C:16]2[CH:17]=[CH:18][C:13]([C:12]([F:23])([F:22])[F:11])=[CH:14][CH:15]=2)=[C:7]([CH3:8])[N:6]=[CH:5][N:4]=1, predict the reactants needed to synthesize it. (3) Given the product [CH3:28][O:27][CH2:26][CH2:25][O:24][C:22]1[CH:21]=[C:18]([CH:17]=[C:16]([CH2:5][CH2:4][CH2:3][O:2][CH3:1])[CH:23]=1)[CH:19]=[O:20], predict the reactants needed to synthesize it. The reactants are: [CH3:1][O:2][CH2:3][CH:4]=[CH2:5].C12BC(CCC1)CCC2.Br[C:16]1[CH:17]=[C:18]([CH:21]=[C:22]([O:24][CH2:25][CH2:26][O:27][CH3:28])[CH:23]=1)[CH:19]=[O:20].P([O-])([O-])([O-])=O.[K+].[K+].[K+]. (4) Given the product [Br:10][C:11]1[CH:20]=[N:19][C:18]2[N:17]=[C:16]([N:31]3[CH2:34][CH:33]([N:35]([CH3:43])[C:36](=[O:42])[O:37][C:38]([CH3:39])([CH3:40])[CH3:41])[CH2:32]3)[N:15]3[CH:22]=[CH:23][CH:24]=[C:14]3[C:13]=2[CH:12]=1, predict the reactants needed to synthesize it. The reactants are: CCN(C(C)C)C(C)C.[Br:10][C:11]1[CH:20]=[N:19][C:18]2[N:17]=[C:16](O)[N:15]3[CH:22]=[CH:23][CH:24]=[C:14]3[C:13]=2[CH:12]=1.O=P(Cl)(Cl)Cl.Cl.[NH:31]1[CH2:34][CH:33]([N:35]([CH3:43])[C:36](=[O:42])[O:37][C:38]([CH3:41])([CH3:40])[CH3:39])[CH2:32]1. (5) The reactants are: [CH2:1]([O:8][N:9]1[C:15](=[O:16])[N:14]2[CH2:17][C@H:10]1[CH2:11][CH2:12][C@H:13]2[C:18]([OH:20])=O)[C:2]1[CH:7]=[CH:6][CH:5]=[CH:4][CH:3]=1.[C:21]([O:25][C:26](=[O:33])[NH:27][C@@H:28]([CH3:32])[CH2:29][O:30][NH2:31])([CH3:24])([CH3:23])[CH3:22]. Given the product [C:21]([O:25][C:26](=[O:33])[NH:27][C@@H:28]([CH3:32])[CH2:29][O:30][NH:31][C:18]([C@@H:13]1[CH2:12][CH2:11][C@@H:10]2[CH2:17][N:14]1[C:15](=[O:16])[N:9]2[O:8][CH2:1][C:2]1[CH:3]=[CH:4][CH:5]=[CH:6][CH:7]=1)=[O:20])([CH3:24])([CH3:22])[CH3:23], predict the reactants needed to synthesize it. (6) Given the product [F:1][C:2]1[CH:17]=[C:16]([CH:15]=[CH:14][C:3]=1[O:4][C:5]1[CH:13]=[CH:12][CH:11]=[C:10]2[C:6]=1[CH:7]=[N:8][NH:9]2)[NH2:18], predict the reactants needed to synthesize it. The reactants are: [F:1][C:2]1[CH:17]=[C:16]([N+:18]([O-])=O)[CH:15]=[CH:14][C:3]=1[O:4][C:5]1[CH:13]=[CH:12][CH:11]=[C:10]2[C:6]=1[CH:7]=[N:8][NH:9]2. (7) The reactants are: Cl[C:2]([N:4]1[C:13]2[C:8](=[CH:9][C:10]3[CH2:18][CH2:17][N:16]([C:19]([O:21][C:22]([CH3:25])([CH3:24])[CH3:23])=[O:20])[CH2:15][CH2:14][C:11]=3[CH:12]=2)[CH2:7][CH2:6][CH2:5]1)=[O:3].[CH2:26]([OH:34])[CH2:27][C:28]1[CH:33]=[CH:32][CH:31]=[CH:30][CH:29]=1. Given the product [N:4]1([C:2]([O:34][CH2:26][CH2:27][C:28]2[CH:33]=[CH:32][CH:31]=[CH:30][CH:29]=2)=[O:3])[C:13]2[C:8](=[CH:9][C:10]3[CH2:18][CH2:17][N:16]([C:19]([O:21][C:22]([CH3:25])([CH3:24])[CH3:23])=[O:20])[CH2:15][CH2:14][C:11]=3[CH:12]=2)[CH2:7][CH2:6][CH2:5]1, predict the reactants needed to synthesize it.